This data is from Merck oncology drug combination screen with 23,052 pairs across 39 cell lines. The task is: Regression. Given two drug SMILES strings and cell line genomic features, predict the synergy score measuring deviation from expected non-interaction effect. (1) Drug 1: O=C(CCCCCCC(=O)Nc1ccccc1)NO. Drug 2: Nc1ccn(C2OC(CO)C(O)C2(F)F)c(=O)n1. Cell line: COLO320DM. Synergy scores: synergy=4.56. (2) Drug 1: CCN(CC)CCNC(=O)c1c(C)[nH]c(C=C2C(=O)Nc3ccc(F)cc32)c1C. Drug 2: CS(=O)(=O)CCNCc1ccc(-c2ccc3ncnc(Nc4ccc(OCc5cccc(F)c5)c(Cl)c4)c3c2)o1. Cell line: T47D. Synergy scores: synergy=15.2. (3) Drug 1: O=S1(=O)NC2(CN1CC(F)(F)F)C1CCC2Cc2cc(C=CCN3CCC(C(F)(F)F)CC3)ccc2C1. Drug 2: C=CCn1c(=O)c2cnc(Nc3ccc(N4CCN(C)CC4)cc3)nc2n1-c1cccc(C(C)(C)O)n1. Cell line: ZR751. Synergy scores: synergy=-3.43. (4) Drug 1: N#Cc1ccc(Cn2cncc2CN2CCN(c3cccc(Cl)c3)C(=O)C2)cc1. Drug 2: NC1CCCCC1N.O=C(O)C(=O)O.[Pt+2]. Cell line: A427. Synergy scores: synergy=3.14. (5) Drug 1: CC(=O)OC1C(=O)C2(C)C(O)CC3OCC3(OC(C)=O)C2C(OC(=O)c2ccccc2)C2(O)CC(OC(=O)C(O)C(NC(=O)c3ccccc3)c3ccccc3)C(C)=C1C2(C)C. Drug 2: CNC(=O)c1cc(Oc2ccc(NC(=O)Nc3ccc(Cl)c(C(F)(F)F)c3)cc2)ccn1. Cell line: ZR751. Synergy scores: synergy=-12.2.